This data is from Catalyst prediction with 721,799 reactions and 888 catalyst types from USPTO. The task is: Predict which catalyst facilitates the given reaction. (1) Reactant: [Cl-].[Ca+2].[Cl-].[BH4-].[Na+].[CH2:6]([O:13][C:14]([N:16]([CH2:34][CH:35]([CH3:37])[CH3:36])[C@@H:17]1[CH2:22][N:21]([C:23]([O:25][C:26]([CH3:29])([CH3:28])[CH3:27])=[O:24])[CH2:20][C@H:19]([C:30](OC)=[O:31])[CH2:18]1)=[O:15])[C:7]1[CH:12]=[CH:11][CH:10]=[CH:9][CH:8]=1.S([O-])(O)(=O)=O.[Na+]. Product: [CH2:6]([O:13][C:14]([N:16]([CH2:34][CH:35]([CH3:37])[CH3:36])[C@H:17]1[CH2:18][C@@H:19]([CH2:30][OH:31])[CH2:20][N:21]([C:23]([O:25][C:26]([CH3:27])([CH3:28])[CH3:29])=[O:24])[CH2:22]1)=[O:15])[C:7]1[CH:12]=[CH:11][CH:10]=[CH:9][CH:8]=1. The catalyst class is: 353. (2) Reactant: [Br:1][C:2]1[C:10]2[C:9]([NH:11][NH2:12])=[N:8][CH:7]=[N:6][C:5]=2[S:4][CH:3]=1.[CH2:13](OC(OCC)OCC)C.C(OCC)(=O)C. Product: [Br:1][C:2]1[C:10]2[C:9]3[N:8]([CH:13]=[N:12][N:11]=3)[CH:7]=[N:6][C:5]=2[S:4][CH:3]=1. The catalyst class is: 8. (3) Reactant: [Br:1][C:2]1[CH:7]=[CH:6][CH:5]=[CH:4][C:3]=1[C:8]1[CH:9]=[CH:10][C:11]([O:14]C)=[N:12][CH:13]=1.[Cl-].[Al+3].[Cl-].[Cl-]. Product: [Br:1][C:2]1[CH:7]=[CH:6][CH:5]=[CH:4][C:3]=1[C:8]1[CH:9]=[CH:10][C:11](=[O:14])[NH:12][CH:13]=1. The catalyst class is: 26. (4) Reactant: Cl[C:2]1[CH:7]=[CH:6][C:5](=[O:8])[N:4]([CH2:9][C:10]([OH:12])=[O:11])[N:3]=1. Product: [O:8]=[C:5]1[N:4]([CH2:9][C:10]([OH:12])=[O:11])[N:3]=[CH:2][CH:7]=[CH:6]1. The catalyst class is: 19. (5) Reactant: [NH2:1][C:2]1[CH:7]=[CH:6][C:5]([NH:8][C:9]2[CH:18]=[CH:17][N:16]=[C:15]3[C:10]=2[C:11]2[CH:23]=[CH:22][CH:21]=[CH:20][C:12]=2[C:13](=[O:19])[NH:14]3)=[CH:4][CH:3]=1.CCN(C(C)C)C(C)C.[N:33]([CH3:36])=[C:34]=[O:35]. Product: [CH3:36][NH:33][C:34]([NH:1][C:2]1[CH:3]=[CH:4][C:5]([NH:8][C:9]2[CH:18]=[CH:17][N:16]=[C:15]3[C:10]=2[C:11]2[CH:23]=[CH:22][CH:21]=[CH:20][C:12]=2[C:13](=[O:19])[NH:14]3)=[CH:6][CH:7]=1)=[O:35]. The catalyst class is: 16. (6) Reactant: [Cl:1][C:2]1[CH:3]=[C:4]([C@H:8]([O:22][CH2:23][C:24](OCC)=[O:25])[C@@H:9]2[CH2:14][CH2:13][CH2:12][N:11]([C:15]([O:17][C:18]([CH3:21])([CH3:20])[CH3:19])=[O:16])[CH2:10]2)[CH:5]=[CH:6][CH:7]=1.[BH4-].[Na+]. Product: [Cl:1][C:2]1[CH:3]=[C:4]([C@H:8]([O:22][CH2:23][CH2:24][OH:25])[C@@H:9]2[CH2:14][CH2:13][CH2:12][N:11]([C:15]([O:17][C:18]([CH3:20])([CH3:21])[CH3:19])=[O:16])[CH2:10]2)[CH:5]=[CH:6][CH:7]=1. The catalyst class is: 5. (7) Reactant: Br[C:2]1[C:3]([N:9]2[CH2:14][CH2:13][O:12][CH2:11][CH:10]2[C:15]([NH:17][CH:18]2[CH2:23][CH2:22][O:21][CH2:20][CH2:19]2)=[O:16])=[N:4][C:5]([Cl:8])=[N:6][CH:7]=1.CC1(C)C2C=CC=C(P(C3C=CC=CC=3)C3C=CC=CC=3)C=2OC2C1=CC=CC=2P(C1C=CC=CC=1)C1C=CC=CC=1.P([O-])([O-])([O-])=O.[K+].[K+].[K+]. Product: [Cl:8][C:5]1[N:6]=[CH:7][C:2]2[N:17]([CH:18]3[CH2:23][CH2:22][O:21][CH2:20][CH2:19]3)[C:15](=[O:16])[CH:10]3[CH2:11][O:12][CH2:13][CH2:14][N:9]3[C:3]=2[N:4]=1. The catalyst class is: 167.